Predict the product of the given reaction. From a dataset of Forward reaction prediction with 1.9M reactions from USPTO patents (1976-2016). Given the reactants [C:1]([O:7][CH2:8][N:9]1[C:18](=[O:19])[C:17]2[C:12](=[CH:13][C:14]([O:21][CH3:22])=[CH:15][C:16]=2[OH:20])[N:11]=[CH:10]1)(=[O:6])[C:2]([CH3:5])([CH3:4])[CH3:3].O[CH:24]1[CH2:29][CH2:28][N:27]([CH3:30])[CH2:26][CH2:25]1.C1(P(C2C=CC=CC=2)C2C=CC=CC=2)C=CC=CC=1.N(C(OC(C)(C)C)=O)=NC(OC(C)(C)C)=O, predict the reaction product. The product is: [C:1]([O:7][CH2:8][N:9]1[C:18](=[O:19])[C:17]2[C:12](=[CH:13][C:14]([O:21][CH3:22])=[CH:15][C:16]=2[O:20][CH:24]2[CH2:29][CH2:28][N:27]([CH3:30])[CH2:26][CH2:25]2)[N:11]=[CH:10]1)(=[O:6])[C:2]([CH3:5])([CH3:4])[CH3:3].